Task: Predict the product of the given reaction.. Dataset: Forward reaction prediction with 1.9M reactions from USPTO patents (1976-2016) Given the reactants [CH:1]([N:4]1[CH2:9][CH2:8][N:7]([C:10]([C:12]2[CH:13]=[C:14]3[C:18](=[CH:19][CH:20]=2)[NH:17][C:16]([C:21]([OH:23])=O)=[CH:15]3)=[O:11])[CH2:6][CH2:5]1)([CH3:3])[CH3:2].Cl.F[B-](F)(F)F.N1(OC(N(C)C)=[N+](C)C)C2C=[CH:36][CH:37]=[CH:38][C:33]=2[N:32]=N1.CNCC1C=CC=CC=1.C(N(CC)C(C)C)(C)C, predict the reaction product. The product is: [CH:1]([N:4]1[CH2:9][CH2:8][N:7]([C:10]([C:12]2[CH:13]=[C:14]3[C:18](=[CH:19][CH:20]=2)[NH:17][C:16]([C:21]([N:32]2[CH2:33][CH2:38][CH2:37][CH2:36]2)=[O:23])=[CH:15]3)=[O:11])[CH2:6][CH2:5]1)([CH3:3])[CH3:2].